Task: Predict the reactants needed to synthesize the given product.. Dataset: Full USPTO retrosynthesis dataset with 1.9M reactions from patents (1976-2016) (1) Given the product [NH:1]1[C:9]2[C:4](=[CH:5][C:6]([NH:10][C:11]3[C:12]4[CH:19]=[C:18]([C:20]([NH:29][CH:26]5[CH2:27][CH2:28][O:23][CH2:24][CH2:25]5)=[O:21])[NH:17][C:13]=4[N:14]=[CH:15][N:16]=3)=[CH:7][CH:8]=2)[CH:3]=[N:2]1, predict the reactants needed to synthesize it. The reactants are: [NH:1]1[C:9]2[C:4](=[CH:5][C:6]([NH:10][C:11]3[C:12]4[CH:19]=[C:18]([C:20](O)=[O:21])[NH:17][C:13]=4[N:14]=[CH:15][N:16]=3)=[CH:7][CH:8]=2)[CH:3]=[N:2]1.[O:23]1[CH2:28][CH2:27][CH:26]([NH2:29])[CH2:25][CH2:24]1. (2) Given the product [NH2:2][CH:6]([C:9]1[CH:10]=[N:11][CH:12]=[CH:13][CH:14]=1)[C:7]#[N:8], predict the reactants needed to synthesize it. The reactants are: [Cl-].[NH4+:2].[OH-].[NH4+].O[CH:6]([C:9]1[CH:10]=[N:11][CH:12]=[CH:13][CH:14]=1)[C:7]#[N:8]. (3) Given the product [CH3:18][N:19]([CH3:29])[C:20]1[N:25]=[CH:24][C:23]([C:2]2[C:10]3[N:9]4[CH2:11][CH2:12][NH:13][C:14](=[O:15])[C:8]4=[C:7]([CH3:16])[C:6]=3[CH:5]=[C:4]([F:17])[CH:3]=2)=[CH:22][CH:21]=1, predict the reactants needed to synthesize it. The reactants are: Br[C:2]1[C:10]2[N:9]3[CH2:11][CH2:12][NH:13][C:14](=[O:15])[C:8]3=[C:7]([CH3:16])[C:6]=2[CH:5]=[C:4]([F:17])[CH:3]=1.[CH3:18][N:19]([CH3:29])[C:20]1[N:25]=[CH:24][C:23](B(O)O)=[CH:22][CH:21]=1. (4) Given the product [N:60]([C:63]1[CH:91]=[CH:90][C:66]([CH2:67][O:68][C:69]([NH:71][CH2:72][CH2:73][CH2:74][C@@H:75]([NH:82][C:83]([O:85][C:86]([CH3:87])([CH3:89])[CH3:88])=[O:84])[C:76]([O:40][C@H:39]2[C@@H:38]([OH:41])[C@H:37]([N:42]3[CH:50]=[N:49][C:48]4[C:43]3=[N:44][CH:45]=[N:46][C:47]=4[NH2:51])[O:36][C@H:35]2[CH2:34][O:33][P:30]([O:29][C@H:28]2[CH2:27][C@H:26]([N:52]3[CH:57]=[CH:56][C:55]([NH2:58])=[N:54][C:53]3=[O:59])[O:25][C@@H:24]2[CH2:23][O:22][P:18]([OH:21])([OH:20])=[O:19])([OH:32])=[O:31])=[O:77])=[O:70])=[CH:65][CH:64]=1)=[N+:61]=[N-:62], predict the reactants needed to synthesize it. The reactants are: C([N+](CCCC)(CCCC)CCCC)CCC.[P:18]([O:22][CH2:23][C@@H:24]1[C@@H:28]([O:29][P:30]([O:33][CH2:34][C@@H:35]2[C@@H:39]([OH:40])[C@@H:38]([OH:41])[C@H:37]([N:42]3[CH:50]=[N:49][C:48]4[C:43]3=[N:44][CH:45]=[N:46][C:47]=4[NH2:51])[O:36]2)([OH:32])=[O:31])[CH2:27][C@H:26]([N:52]2[CH:57]=[CH:56][C:55]([NH2:58])=[N:54][C:53]2=[O:59])[O:25]1)([OH:21])([OH:20])=[O:19].[N:60]([C:63]1[CH:91]=[CH:90][C:66]([CH2:67][O:68][C:69]([NH:71][CH2:72][CH2:73][CH2:74][C@H:75]([NH:82][C:83]([O:85][C:86]([CH3:89])([CH3:88])[CH3:87])=[O:84])[C:76](OCC#N)=[O:77])=[O:70])=[CH:65][CH:64]=1)=[N+:61]=[N-:62]. (5) Given the product [Cl:19][C:8]1[O:9][C:5]2[CH:4]=[CH:3][C:2]([CH3:1])=[CH:11][C:6]=2[N:7]=1, predict the reactants needed to synthesize it. The reactants are: [CH3:1][C:2]1[CH:3]=[CH:4][C:5]2[O:9][C:8](S)=[N:7][C:6]=2[CH:11]=1.CN(C=O)C.S(Cl)([Cl:19])=O. (6) Given the product [CH2:21]([N:18]1[CH:16]=[C:15]([CH:14]([C:9]2[C:10]([CH3:13])=[N:11][O:12][C:8]=2[C:5]2[CH:4]=[CH:3][C:2]([Br:1])=[CH:7][CH:6]=2)[OH:17])[N:20]=[N:19]1)[C:22]1[CH:27]=[CH:26][CH:25]=[CH:24][CH:23]=1, predict the reactants needed to synthesize it. The reactants are: [Br:1][C:2]1[CH:7]=[CH:6][C:5]([C:8]2[O:12][N:11]=[C:10]([CH3:13])[C:9]=2[CH:14]([OH:17])[C:15]#[CH:16])=[CH:4][CH:3]=1.[N:18]([CH2:21][C:22]1[CH:27]=[CH:26][CH:25]=[CH:24][CH:23]=1)=[N+:19]=[N-:20]. (7) Given the product [CH3:14][O:15][C:3]1[N:8]=[C:7]([NH:9][CH2:10][CH2:11][NH2:12])[CH:6]=[C:5]([CH3:13])[CH:4]=1, predict the reactants needed to synthesize it. The reactants are: [Na].Br[C:3]1[N:8]=[C:7]([NH:9][CH2:10][CH2:11][NH2:12])[CH:6]=[C:5]([CH3:13])[CH:4]=1.[CH3:14][OH:15].